From a dataset of Forward reaction prediction with 1.9M reactions from USPTO patents (1976-2016). Predict the product of the given reaction. (1) Given the reactants [CH2:1]1[C:4]2(OCC[O:5]2)[CH2:3][CH:2]1[N:9]1[CH:13]=[C:12]([I:14])[CH:11]=[N:10]1.C1(C)C=CC(S([O-])(=O)=O)=CC=1.[NH+]1C=CC=CC=1, predict the reaction product. The product is: [I:14][C:12]1[CH:11]=[N:10][N:9]([CH:2]2[CH2:1][C:4](=[O:5])[CH2:3]2)[CH:13]=1. (2) Given the reactants [N+:1]([C:4]1[CH:8]=[CH:7][NH:6][N:5]=1)([O-:3])=[O:2].[CH:9]1(B(O)O)[CH2:11][CH2:10]1.C(=O)([O-])[O-].[Na+].[Na+].N1C=CC=CC=1C1C=CC=CN=1, predict the reaction product. The product is: [CH:9]1([N:6]2[CH:7]=[CH:8][C:4]([N+:1]([O-:3])=[O:2])=[N:5]2)[CH2:11][CH2:10]1. (3) Given the reactants [CH2:1]1[C:7]2[CH:8]=[CH:9][C:10]([O:12][C:13]3[N:18]=[CH:17][C:16]([N:19]4[CH2:23][CH2:22][CH2:21][C:20]4=[O:24])=[CH:15][CH:14]=3)=[CH:11][C:6]=2[CH2:5][CH2:4][NH:3][CH2:2]1.[CH3:25][C:26]([CH3:28])=O.C(O)(=O)C, predict the reaction product. The product is: [CH3:25][CH:26]([N:3]1[CH2:2][CH2:1][C:7]2[CH:8]=[CH:9][C:10]([O:12][C:13]3[N:18]=[CH:17][C:16]([N:19]4[CH2:23][CH2:22][CH2:21][C:20]4=[O:24])=[CH:15][CH:14]=3)=[CH:11][C:6]=2[CH2:5][CH2:4]1)[CH3:28]. (4) Given the reactants [F:1][C:2]1[C:7]([C:8]2[N:13]=[C:12]([CH3:14])[N:11]=[C:10]([N:15]([CH2:25][C:26]3[CH:31]=[CH:30][C:29]([O:32][CH3:33])=[CH:28][CH:27]=3)[CH2:16][C:17]3[CH:22]=[CH:21][C:20]([O:23][CH3:24])=[CH:19][CH:18]=3)[CH:9]=2)=[CH:6][C:5]([C@H:34]([N:36]2[CH2:41][CH2:40][NH:39][CH2:38][C@@H:37]2[CH3:42])[CH3:35])=[CH:4][N:3]=1.CCN(CC)CC.[CH3:50][S:51](Cl)(=[O:53])=[O:52].[OH-].[Na+], predict the reaction product. The product is: [F:1][C:2]1[C:7]([C:8]2[N:13]=[C:12]([CH3:14])[N:11]=[C:10]([N:15]([CH2:16][C:17]3[CH:18]=[CH:19][C:20]([O:23][CH3:24])=[CH:21][CH:22]=3)[CH2:25][C:26]3[CH:31]=[CH:30][C:29]([O:32][CH3:33])=[CH:28][CH:27]=3)[CH:9]=2)=[CH:6][C:5]([C@H:34]([N:36]2[CH2:41][CH2:40][N:39]([S:51]([CH3:50])(=[O:53])=[O:52])[CH2:38][C@@H:37]2[CH3:42])[CH3:35])=[CH:4][N:3]=1. (5) Given the reactants Cl.[CH3:2][O:3][C:4]1[CH:16]=[CH:15][C:7]([CH2:8][C@@H:9]([C:11]([O:13][CH3:14])=[O:12])[NH2:10])=[CH:6][CH:5]=1.C(N(CC)CC)C.[F:24][C:25]1[CH:35]=[CH:34][C:28]([CH:29]=[CH:30][C:31](O)=[O:32])=[CH:27][CH:26]=1.CCN=C=NCCCN(C)C.Cl, predict the reaction product. The product is: [F:24][C:25]1[CH:26]=[CH:27][C:28]([CH:29]=[CH:30][C:31]([NH:10][C@H:9]([C:11]([O:13][CH3:14])=[O:12])[CH2:8][C:7]2[CH:6]=[CH:5][C:4]([O:3][CH3:2])=[CH:16][CH:15]=2)=[O:32])=[CH:34][CH:35]=1. (6) Given the reactants [Si:1]([O:18][CH2:19][C@H:20]1[O:24][C@@H:23]([N:25]2[C:42]3[N:41]=[CH:40][N:39]=[C:29]([NH:30][C:31](=[O:38])[C:32]4[CH:37]=[CH:36][CH:35]=[CH:34][CH:33]=4)[C:28]=3[N:27]=[CH:26]2)[C@H:22]([O:43][CH2:44][CH:45]([OH:48])CO)[C@@H:21]1[OH:49])([C:14]([CH3:17])([CH3:16])[CH3:15])([C:8]1[CH:13]=[CH:12][CH:11]=[CH:10][CH:9]=1)[C:2]1[CH:7]=[CH:6][CH:5]=[CH:4][CH:3]=1.CO, predict the reaction product. The product is: [Si:1]([O:18][CH2:19][C@H:20]1[O:24][C@@H:23]([N:25]2[C:42]3[N:41]=[CH:40][N:39]=[C:29]([NH:30][C:31](=[O:38])[C:32]4[CH:37]=[CH:36][CH:35]=[CH:34][CH:33]=4)[C:28]=3[N:27]=[CH:26]2)[C@H:22]([O:43][CH2:44][CH:45]=[O:48])[C@@H:21]1[OH:49])([C:14]([CH3:15])([CH3:16])[CH3:17])([C:8]1[CH:13]=[CH:12][CH:11]=[CH:10][CH:9]=1)[C:2]1[CH:7]=[CH:6][CH:5]=[CH:4][CH:3]=1. (7) Given the reactants [Br:1][C:2]1[CH:3]=[C:4]([C:20]([OH:22])=[O:21])[C:5]2[C:6]3[CH2:7][CH:8]([C:15]([O:17][CH2:18][CH3:19])=[O:16])[CH2:9][CH2:10][C:11]=3[NH:12][C:13]=2[CH:14]=1.ClC(Cl)(Cl)C(=N)O[C:27]([CH3:30])([CH3:29])[CH3:28].B(F)(F)F.CCOCC.C([O-])(O)=O.[Na+], predict the reaction product. The product is: [Br:1][C:2]1[CH:3]=[C:4]([C:20]([O:22][C:27]([CH3:30])([CH3:29])[CH3:28])=[O:21])[C:5]2[C:6]3[CH:7]=[C:8]([C:15]([O:17][CH2:18][CH3:19])=[O:16])[CH:9]=[CH:10][C:11]=3[NH:12][C:13]=2[CH:14]=1.